Dataset: Full USPTO retrosynthesis dataset with 1.9M reactions from patents (1976-2016). Task: Predict the reactants needed to synthesize the given product. (1) Given the product [Cl:9][C:10]1[C:15]([Cl:16])=[C:14]([CH:18]=[O:19])[C:13]([Cl:17])=[CH:12][N:11]=1, predict the reactants needed to synthesize it. The reactants are: C([N-]C(C)C)(C)C.[Li+].[Cl:9][C:10]1[C:15]([Cl:16])=[CH:14][C:13]([Cl:17])=[CH:12][N:11]=1.[CH:18](OC)=[O:19].C([O-])(O)=O.[Na+]. (2) Given the product [ClH:19].[ClH:19].[Cl:19][C:15]1[CH:16]=[C:17]2[C:12](=[CH:13][CH:14]=1)[CH2:11][NH:10][CH2:18]2, predict the reactants needed to synthesize it. The reactants are: C1(C)C=CC(S([N:10]2[CH2:18][C:17]3[C:12](=[CH:13][CH:14]=[C:15]([Cl:19])[CH:16]=3)[CH2:11]2)(=O)=O)=CC=1.C1(O)C=CC=CC=1.Br.C(O)(=O)CC. (3) Given the product [CH3:15][O:14][C:11]1[CH:12]=[C:13]2[C:8](=[CH:9][CH:10]=1)[C:7](=[O:6])[NH:19][C:1]([CH3:2])=[CH:4]2, predict the reactants needed to synthesize it. The reactants are: [C:1]([CH:4]1[C:13]2[C:8](=[CH:9][CH:10]=[C:11]([O:14][CH3:15])[CH:12]=2)[C:7](=O)[O:6]C1=O)(=O)[CH3:2].O.[NH4+:19].[OH-]. (4) The reactants are: [Cl:1][C:2]1[CH:3]=[C:4]([NH:19][C:20]2[C:30]3[CH:29]=[C:28]([C:31](O)=[O:32])[CH2:27][CH2:26][NH:25][C:24]=3[N:23]=[CH:22][N:21]=2)[CH:5]=[CH:6][C:7]=1[O:8][C:9]1[CH:14]=[CH:13][CH:12]=[C:11]([C:15]([F:18])([F:17])[F:16])[CH:10]=1.Cl.[CH3:35][O:36][CH2:37][CH:38]([CH2:43][O:44][CH3:45])[O:39][CH2:40][CH2:41][NH2:42].ON1C2C=CC=CC=2N=N1.Cl.C(N=C=NCCCN(C)C)C. Given the product [Cl:1][C:2]1[CH:3]=[C:4]([NH:19][C:20]2[C:30]3[CH:29]=[C:28]([C:31]([NH:42][CH2:41][CH2:40][O:39][CH:38]([CH2:43][O:44][CH3:45])[CH2:37][O:36][CH3:35])=[O:32])[CH2:27][CH2:26][NH:25][C:24]=3[N:23]=[CH:22][N:21]=2)[CH:5]=[CH:6][C:7]=1[O:8][C:9]1[CH:14]=[CH:13][CH:12]=[C:11]([C:15]([F:18])([F:16])[F:17])[CH:10]=1, predict the reactants needed to synthesize it. (5) Given the product [CH3:25][O:26][CH2:27][CH2:28][O:1][C:2]1[CH:3]=[CH:4][C:5]([CH2:8][CH2:9][C:10]2[CH:24]=[CH:23][C:13]3[CH:14]=[C:15]([CH:17]([NH:19][C:20](=[O:22])[CH3:21])[CH3:18])[O:16][C:12]=3[CH:11]=2)=[CH:6][CH:7]=1, predict the reactants needed to synthesize it. The reactants are: [OH:1][C:2]1[CH:7]=[CH:6][C:5]([CH2:8][CH2:9][C:10]2[CH:24]=[CH:23][C:13]3[CH:14]=[C:15]([CH:17]([NH:19][C:20](=[O:22])[CH3:21])[CH3:18])[O:16][C:12]=3[CH:11]=2)=[CH:4][CH:3]=1.[CH3:25][O:26][CH2:27][CH2:28]Cl. (6) The reactants are: [C:1](=[O:12])(OC(Cl)(Cl)Cl)OC(Cl)(Cl)Cl.[CH:13]([N:16]1[CH2:21][CH2:20][CH:19]([NH2:22])[CH2:18][CH2:17]1)([CH3:15])[CH3:14].[F:23][C:24]1[CH:25]=[CH:26][CH:27]=[C:28]2[C:32]=1[CH:31]([NH:33][C:34]1[CH:43]=[CH:42][C:41]3[C:36](=[CH:37][CH:38]=[C:39]([NH2:44])[CH:40]=3)[N:35]=1)[CH2:30][CH2:29]2. Given the product [F:23][C:24]1[CH:25]=[CH:26][CH:27]=[C:28]2[C:32]=1[CH:31]([NH:33][C:34]1[CH:43]=[CH:42][C:41]3[C:36](=[CH:37][CH:38]=[C:39]([NH:44][C:1]([NH:22][CH:19]4[CH2:20][CH2:21][N:16]([CH:13]([CH3:15])[CH3:14])[CH2:17][CH2:18]4)=[O:12])[CH:40]=3)[N:35]=1)[CH2:30][CH2:29]2, predict the reactants needed to synthesize it. (7) Given the product [N+:17]([C:14]1[CH:15]=[CH:16][C:11]([CH:9]2[CH2:8][CH2:7][C:5](=[O:6])[CH2:4][CH2:10]2)=[CH:12][CH:13]=1)([O-:37])=[O:29], predict the reactants needed to synthesize it. The reactants are: CC1(C)[O:6][CH:5]2[CH2:7][CH2:8][CH:9]([C:11]3[CH:16]=[CH:15][C:14]([N:17]4CC(CNC(=O)C)OC4=O)=[CH:13][CH:12]=3)[CH2:10][CH:4]2O1.[OH2:29].C1(C)C=CC(S(O)(=O)=[O:37])=CC=1. (8) Given the product [C:7]([C:9]1[C:13]2[CH:14]=[CH:15][C:16]([NH:18][C:19](=[O:21])[CH3:20])=[CH:17][C:12]=2[O:11][N:10]=1)(=[NH:2])[NH2:8], predict the reactants needed to synthesize it. The reactants are: [Cl-].[NH4+:2].C[Al](C)C.[C:7]([C:9]1[C:13]2[CH:14]=[CH:15][C:16]([NH:18][C:19](=[O:21])[CH3:20])=[CH:17][C:12]=2[O:11][N:10]=1)#[N:8].CO.